Dataset: NCI-60 drug combinations with 297,098 pairs across 59 cell lines. Task: Regression. Given two drug SMILES strings and cell line genomic features, predict the synergy score measuring deviation from expected non-interaction effect. (1) Drug 1: C1=CC(=CC=C1CC(C(=O)O)N)N(CCCl)CCCl.Cl. Drug 2: CC12CCC3C(C1CCC2O)C(CC4=C3C=CC(=C4)O)CCCCCCCCCS(=O)CCCC(C(F)(F)F)(F)F. Cell line: MCF7. Synergy scores: CSS=32.5, Synergy_ZIP=-2.73, Synergy_Bliss=-2.38, Synergy_Loewe=2.88, Synergy_HSA=3.70. (2) Drug 1: CC(C1=C(C=CC(=C1Cl)F)Cl)OC2=C(N=CC(=C2)C3=CN(N=C3)C4CCNCC4)N. Drug 2: N.N.Cl[Pt+2]Cl. Cell line: TK-10. Synergy scores: CSS=-0.371, Synergy_ZIP=-0.145, Synergy_Bliss=-0.433, Synergy_Loewe=-2.55, Synergy_HSA=-1.41. (3) Drug 1: CCC1(CC2CC(C3=C(CCN(C2)C1)C4=CC=CC=C4N3)(C5=C(C=C6C(=C5)C78CCN9C7C(C=CC9)(C(C(C8N6C=O)(C(=O)OC)O)OC(=O)C)CC)OC)C(=O)OC)O.OS(=O)(=O)O. Drug 2: CCC(=C(C1=CC=CC=C1)C2=CC=C(C=C2)OCCN(C)C)C3=CC=CC=C3.C(C(=O)O)C(CC(=O)O)(C(=O)O)O. Cell line: SK-MEL-28. Synergy scores: CSS=36.5, Synergy_ZIP=-6.71, Synergy_Bliss=1.36, Synergy_Loewe=-11.7, Synergy_HSA=3.68. (4) Drug 1: CN1CCC(CC1)COC2=C(C=C3C(=C2)N=CN=C3NC4=C(C=C(C=C4)Br)F)OC. Drug 2: C1CC(=O)NC(=O)C1N2CC3=C(C2=O)C=CC=C3N. Cell line: MDA-MB-435. Synergy scores: CSS=0.980, Synergy_ZIP=2.12, Synergy_Bliss=2.69, Synergy_Loewe=1.43, Synergy_HSA=0.540.